Predict the product of the given reaction. From a dataset of Forward reaction prediction with 1.9M reactions from USPTO patents (1976-2016). (1) Given the reactants C(OC([NH:11][CH2:12][CH2:13][O:14][C:15]1[CH:23]=[C:22]2[C:18]([C:19]([C:34]#[N:35])=[CH:20][N:21]2[C:24]2[CH:32]=[CH:31][C:27]([C:28]([OH:30])=[O:29])=[C:26]([OH:33])[CH:25]=2)=[CH:17][CH:16]=1)=O)C1C=CC=CC=1.C(OCC)(=O)C, predict the reaction product. The product is: [NH2:11][CH2:12][CH2:13][O:14][C:15]1[CH:23]=[C:22]2[C:18]([C:19]([C:34]#[N:35])=[CH:20][N:21]2[C:24]2[CH:32]=[CH:31][C:27]([C:28]([OH:30])=[O:29])=[C:26]([OH:33])[CH:25]=2)=[CH:17][CH:16]=1. (2) Given the reactants [F:1][C:2]1[CH:3]=[C:4]([N:9]2[C:14](=[O:15])[C:13]([O:16][C:17]3[CH:22]=[CH:21][C:20]([F:23])=[CH:19][CH:18]=3)=[C:12]([C:24]3[CH:29]=[CH:28][C:27]([S:30](C)(=[O:32])=[O:31])=[CH:26][CH:25]=3)[CH:11]=[N:10]2)[CH:5]=[CH:6][C:7]=1[F:8].[NH3:34], predict the reaction product. The product is: [F:1][C:2]1[CH:3]=[C:4]([N:9]2[C:14](=[O:15])[C:13]([O:16][C:17]3[CH:22]=[CH:21][C:20]([F:23])=[CH:19][CH:18]=3)=[C:12]([C:24]3[CH:29]=[CH:28][C:27]([S:30]([NH2:34])(=[O:32])=[O:31])=[CH:26][CH:25]=3)[CH:11]=[N:10]2)[CH:5]=[CH:6][C:7]=1[F:8]. (3) Given the reactants [NH2:1][C:2]1[CH:7]=[CH:6][C:5]([Cl:8])=[CH:4][C:3]=1[C:9]([C:11]1[CH:16]=[CH:15][CH:14]=[CH:13][N:12]=1)=[O:10].[CH3:17][O:18][C:19]1[CH:24]=[CH:23][C:22]([S:25](Cl)(=[O:27])=[O:26])=[CH:21][CH:20]=1, predict the reaction product. The product is: [Cl:8][C:5]1[CH:6]=[CH:7][C:2]([NH:1][S:25]([C:22]2[CH:21]=[CH:20][C:19]([O:18][CH3:17])=[CH:24][CH:23]=2)(=[O:27])=[O:26])=[C:3]([C:9]([C:11]2[CH:16]=[CH:15][CH:14]=[CH:13][N:12]=2)=[O:10])[CH:4]=1. (4) Given the reactants [NH:1]([CH2:3][C:4]([OH:6])=[O:5])[CH3:2].[CH2:7]=O.[CH2:9]([O:27][P:28](N(C)CC(O)=O)([O:30][CH2:31][CH2:32][CH2:33][CH2:34][CH2:35][CH2:36][CH2:37][CH2:38][CH2:39][CH2:40][CH2:41][CH2:42][CH2:43][CH2:44][CH2:45][CH2:46][CH2:47][CH3:48])=[O:29])[CH2:10][CH2:11][CH2:12][CH2:13][CH2:14][CH2:15][CH2:16][CH2:17][CH2:18][CH2:19][CH2:20][CH2:21][CH2:22][CH2:23][CH2:24][CH2:25][CH3:26].O, predict the reaction product. The product is: [CH2:9]([O:27][P:28]([CH2:2][N:1]([CH3:7])[CH2:3][C:4]([OH:6])=[O:5])([O:30][CH2:31][CH2:32][CH2:33][CH2:34][CH2:35][CH2:36][CH2:37][CH2:38][CH2:39][CH2:40][CH2:41][CH2:42][CH2:43][CH2:44][CH2:45][CH2:46][CH2:47][CH3:48])=[O:29])[CH2:10][CH2:11][CH2:12][CH2:13][CH2:14][CH2:15][CH2:16][CH2:17][CH2:18][CH2:19][CH2:20][CH2:21][CH2:22][CH2:23][CH2:24][CH2:25][CH3:26].